This data is from Full USPTO retrosynthesis dataset with 1.9M reactions from patents (1976-2016). The task is: Predict the reactants needed to synthesize the given product. (1) Given the product [Cl:1][C:2]1[N:3]([CH2:13][C:11]([OH:12])([CH3:10])[CH2:14][N:15]2[C:19]3[CH:20]=[CH:21][CH:22]=[CH:23][C:18]=3[O:17][C:16]2=[O:24])[CH:4]=[C:5]([N+:7]([O-:9])=[O:8])[N:6]=1, predict the reactants needed to synthesize it. The reactants are: [Cl:1][C:2]1[NH:3][CH:4]=[C:5]([N+:7]([O-:9])=[O:8])[N:6]=1.[CH3:10][C:11]1([CH2:14][N:15]2[C:19]3[CH:20]=[CH:21][CH:22]=[CH:23][C:18]=3[O:17][C:16]2=[O:24])[CH2:13][O:12]1.C([O-])(=O)C.[Na+].O. (2) The reactants are: [F:1][C:2]([F:18])([F:17])[C:3]1[CH:8]=[CH:7][C:6]([NH:9][C:10]([C:12]2[CH:16]=[CH:15][NH:14][N:13]=2)=[O:11])=[CH:5][CH:4]=1.[N:19]([CH2:22][CH2:23][CH2:24][CH2:25][CH2:26][C:27]([O:29][CH2:30][CH3:31])=[O:28])=[C:20]=[O:21]. Given the product [CH2:30]([O:29][C:27](=[O:28])[CH2:26][CH2:25][CH2:24][CH2:23][CH2:22][NH:19][C:20]([N:14]1[CH:15]=[CH:16][C:12]([C:10](=[O:11])[NH:9][C:6]2[CH:5]=[CH:4][C:3]([C:2]([F:1])([F:17])[F:18])=[CH:8][CH:7]=2)=[N:13]1)=[O:21])[CH3:31], predict the reactants needed to synthesize it. (3) Given the product [C:12]([O:1][C:2]1[CH:9]=[CH:8][CH:7]=[C:4]([CH2:5][OH:6])[CH:3]=1)(=[O:14])[CH3:13], predict the reactants needed to synthesize it. The reactants are: [OH:1][C:2]1[CH:3]=[C:4]([CH:7]=[CH:8][CH:9]=1)[CH2:5][OH:6].[OH-].[K+].[C:12](OC(=O)C)(=[O:14])[CH3:13]. (4) Given the product [OH:22][NH:21][C:4](=[O:3])[CH2:5][CH2:6][CH2:7][CH2:8][CH2:9][CH2:10][S:11]([C:13]1[CH:18]=[CH:17][C:16]([Cl:19])=[CH:15][CH:14]=1)=[O:12], predict the reactants needed to synthesize it. The reactants are: C([O:3][C:4](=O)[CH2:5][CH2:6][CH2:7][CH2:8][CH2:9][CH2:10][S:11]([C:13]1[CH:18]=[CH:17][C:16]([Cl:19])=[CH:15][CH:14]=1)=[O:12])C.[NH2:21][OH:22].[OH-].[K+].CO. (5) Given the product [Cl:19][C:17]1[CH:16]=[CH:15][C:14]([O:20][CH2:21][C:22]2[CH:23]=[CH:24][CH:25]=[CH:26][CH:27]=2)=[C:13]([CH2:12][N:2]2[N:3]=[C:4]([C:6]([O:8][CH2:9][CH3:10])=[O:7])[CH:5]=[N:1]2)[CH:18]=1, predict the reactants needed to synthesize it. The reactants are: [NH:1]1[CH:5]=[C:4]([C:6]([O:8][CH2:9][CH3:10])=[O:7])[N:3]=[N:2]1.Br[CH2:12][C:13]1[CH:18]=[C:17]([Cl:19])[CH:16]=[CH:15][C:14]=1[O:20][CH2:21][C:22]1[CH:27]=[CH:26][CH:25]=[CH:24][CH:23]=1.C(=O)([O-])[O-].[K+].[K+]. (6) The reactants are: [F:1][C:2]([F:27])([F:26])[C:3]1[CH:4]=[C:5]([NH:9][C:10](=[O:25])[CH2:11][C:12]([NH:14][C:15]2[CH:20]=[CH:19][CH:18]=[C:17]([C:21]([F:24])([F:23])[F:22])[CH:16]=2)=[O:13])[CH:6]=[CH:7][CH:8]=1.[Cl:28][C:29]1[CH:30]=[C:31]([CH:34]=[C:35]([Cl:37])[CH:36]=1)[CH:32]=O. Given the product [F:1][C:2]([F:26])([F:27])[C:3]1[CH:4]=[C:5]([NH:9][C:10](=[O:25])[C:11](=[CH:32][C:31]2[CH:30]=[C:29]([Cl:28])[CH:36]=[C:35]([Cl:37])[CH:34]=2)[C:12]([NH:14][C:15]2[CH:20]=[CH:19][CH:18]=[C:17]([C:21]([F:24])([F:23])[F:22])[CH:16]=2)=[O:13])[CH:6]=[CH:7][CH:8]=1, predict the reactants needed to synthesize it. (7) Given the product [ClH:38].[ClH:38].[NH2:30][CH:27]1[CH2:28][CH2:29][N:24]([C:21]2[N:20]=[C:19]([N:16]3[CH2:15][CH2:14][N:13]([C:11]([NH:10][C:3]4[C:4]5[CH:9]=[CH:8][CH:7]=[CH:6][C:5]=5[O:1][N:2]=4)=[O:12])[CH2:18][CH2:17]3)[S:23][N:22]=2)[CH2:25][CH2:26]1, predict the reactants needed to synthesize it. The reactants are: [O:1]1[C:5]2[CH:6]=[CH:7][CH:8]=[CH:9][C:4]=2[C:3]([NH:10][C:11]([N:13]2[CH2:18][CH2:17][N:16]([C:19]3[S:23][N:22]=[C:21]([N:24]4[CH2:29][CH2:28][CH:27]([NH:30]C(=O)OC(C)(C)C)[CH2:26][CH2:25]4)[N:20]=3)[CH2:15][CH2:14]2)=[O:12])=[N:2]1.[ClH:38].